The task is: Predict the product of the given reaction.. This data is from Forward reaction prediction with 1.9M reactions from USPTO patents (1976-2016). (1) Given the reactants [CH3:1][O:2][CH2:3][CH2:4][N:5]([CH3:31])[C:6]([N:8]1[CH2:13][CH2:12][N:11]([CH2:14][C:15]2[S:23][C:22]3[C:21]([N:24]4[CH2:29][CH2:28][O:27][CH2:26][CH2:25]4)=[N:20][C:19](Cl)=[N:18][C:17]=3[CH:16]=2)[CH2:10][CH2:9]1)=[O:7].CC1(C)C(C)(C)OB([C:40]2[CH:41]=[CH:42][C:43]([NH2:46])=[N:44][CH:45]=2)O1, predict the reaction product. The product is: [NH2:46][C:43]1[N:44]=[CH:45][C:40]([C:19]2[N:20]=[C:21]([N:24]3[CH2:29][CH2:28][O:27][CH2:26][CH2:25]3)[C:22]3[S:23][C:15]([CH2:14][N:11]4[CH2:12][CH2:13][N:8]([C:6]([N:5]([CH2:4][CH2:3][O:2][CH3:1])[CH3:31])=[O:7])[CH2:9][CH2:10]4)=[CH:16][C:17]=3[N:18]=2)=[CH:41][CH:42]=1. (2) Given the reactants [CH3:1][O:2]C(OC)CNC1C=CC(F)=CC=1.[CH3:15][O:16][CH:17]([O:31][CH3:32])[CH2:18][NH:19][CH2:20][C:21]1[CH:26]=[CH:25][C:24]([C:27]([F:30])([F:29])[F:28])=[CH:23][CH:22]=1.[NH2:33][C:34]1[S:35][C:36]([C:40]([NH:42][CH2:43][C:44]2[CH:45]=[N:46][CH:47]=[CH:48][CH:49]=2)=[O:41])=[C:37]([CH3:39])[N:38]=1, predict the reaction product. The product is: [CH3:32][O:31][CH:17]([O:16][CH3:15])[CH2:18][N:19]([CH2:20][C:21]1[CH:26]=[CH:25][C:24]([C:27]([F:28])([F:29])[F:30])=[CH:23][CH:22]=1)[C:1](=[O:2])[NH:33][C:34]1[S:35][C:36]([C:40]([NH:42][CH2:43][C:44]2[CH:45]=[N:46][CH:47]=[CH:48][CH:49]=2)=[O:41])=[C:37]([CH3:39])[N:38]=1. (3) Given the reactants [NH:1]1[C:9]2[C:4](=[CH:5][C:6]([C:10]#[N:11])=[CH:7][CH:8]=2)[CH:3]=[N:2]1.[NH2:12][OH:13].Cl.C([O-])(O)=O.[Na+], predict the reaction product. The product is: [OH:13][NH:12][C:10]([C:6]1[CH:5]=[C:4]2[C:9](=[CH:8][CH:7]=1)[NH:1][N:2]=[CH:3]2)=[NH:11]. (4) Given the reactants [C:1]([C:3]1[CH:11]=[CH:10][C:9]2[NH:8][C:7]3[CH2:12][CH:13]([NH:15][C:16](=[O:20])[CH:17]([CH3:19])[CH3:18])[CH2:14][C:6]=3[C:5]=2[CH:4]=1)#[N:2].[OH-:21].[Na+].[CH3:23]O, predict the reaction product. The product is: [CH3:23][O:21][N:2]=[CH:1][C:3]1[CH:11]=[CH:10][C:9]2[NH:8][C:7]3[CH2:12][CH:13]([NH:15][C:16](=[O:20])[CH:17]([CH3:18])[CH3:19])[CH2:14][C:6]=3[C:5]=2[CH:4]=1.